Predict which catalyst facilitates the given reaction. From a dataset of Catalyst prediction with 721,799 reactions and 888 catalyst types from USPTO. Reactant: C([O:3][C:4]1[CH:9]=[CH:8][CH:7]=[CH:6][C:5]=1[C:10]1[CH:15]=[CH:14][C:13]([C:16]([N:18]2[C:24]3[CH:25]=[CH:26][CH:27]=[CH:28][C:23]=3[CH2:22][N:21]3[C:29]([C:32]([NH:34][CH2:35][C:36]4[CH:37]=[N:38][CH:39]=[CH:40][CH:41]=4)=[O:33])=[CH:30][CH:31]=[C:20]3[CH2:19]2)=[O:17])=[CH:12][CH:11]=1)C.B(Br)(Br)Br. Product: [OH:3][C:4]1[CH:9]=[CH:8][CH:7]=[CH:6][C:5]=1[C:10]1[CH:11]=[CH:12][C:13]([C:16]([N:18]2[C:24]3[CH:25]=[CH:26][CH:27]=[CH:28][C:23]=3[CH2:22][N:21]3[C:29]([C:32]([NH:34][CH2:35][C:36]4[CH:37]=[N:38][CH:39]=[CH:40][CH:41]=4)=[O:33])=[CH:30][CH:31]=[C:20]3[CH2:19]2)=[O:17])=[CH:14][CH:15]=1. The catalyst class is: 4.